Dataset: Forward reaction prediction with 1.9M reactions from USPTO patents (1976-2016). Task: Predict the product of the given reaction. (1) Given the reactants [Br:1][C:2]1[CH:3]=[C:4]([F:9])[C:5]([OH:8])=[N:6][CH:7]=1.IC.[C:12]([O-])([O-])=O.[K+].[K+].O, predict the reaction product. The product is: [Br:1][C:2]1[CH:3]=[C:4]([F:9])[C:5](=[O:8])[N:6]([CH3:12])[CH:7]=1. (2) Given the reactants [I:1][C:2]1[C:6]2[C:7]([O:11][CH3:12])=[N:8][CH:9]=[CH:10][C:5]=2[NH:4][CH:3]=1.[H-].[Na+].CC1C=CC(S(O[CH:26]2[CH2:31][CH2:30][O:29][CH2:28][CH2:27]2)(=O)=O)=CC=1, predict the reaction product. The product is: [I:1][C:2]1[C:6]2[C:7]([O:11][CH3:12])=[N:8][CH:9]=[CH:10][C:5]=2[N:4]([CH:26]2[CH2:31][CH2:30][O:29][CH2:28][CH2:27]2)[CH:3]=1. (3) Given the reactants [NH2:1][C:2]1[C:3]([NH:13][C@H:14]2[C@@H:18]3[O:19][C:20]([CH3:23])([CH3:22])[O:21][C@@H:17]3[C@@H:16]([O:24][CH2:25][CH2:26][OH:27])[CH2:15]2)=[N:4][C:5]([S:9][CH2:10][CH2:11][CH3:12])=[N:6][C:7]=1[Cl:8].C(O)(=O)C.[N:32]([O-])=O.[Na+], predict the reaction product. The product is: [Cl:8][C:7]1[C:2]2[N:1]=[N:32][N:13]([C@H:14]3[C@@H:18]4[O:19][C:20]([CH3:22])([CH3:23])[O:21][C@@H:17]4[C@@H:16]([O:24][CH2:25][CH2:26][OH:27])[CH2:15]3)[C:3]=2[N:4]=[C:5]([S:9][CH2:10][CH2:11][CH3:12])[N:6]=1. (4) Given the reactants Cl[C:2]1[C:11]2[C:6](=[CH:7][C:8]([O:17][CH3:18])=[C:9]([O:12][CH2:13][CH2:14][O:15][CH3:16])[CH:10]=2)[CH:5]=[C:4]([NH:19][C:20]2[CH:24]=[C:23]([CH3:25])[NH:22][N:21]=2)[N:3]=1.[C:26](B1OC(C)(C)C(C)(C)O1)([CH3:28])=[CH2:27].C([O-])([O-])=O.[Na+].[Na+].CN(C=O)C, predict the reaction product. The product is: [C:26]([C:2]1[C:11]2[C:6](=[CH:7][C:8]([O:17][CH3:18])=[C:9]([O:12][CH2:13][CH2:14][O:15][CH3:16])[CH:10]=2)[CH:5]=[C:4]([NH:19][C:20]2[CH:24]=[C:23]([CH3:25])[NH:22][N:21]=2)[N:3]=1)([CH3:28])=[CH2:27]. (5) Given the reactants [Cl:1][C:2]1[CH:9]=[CH:8][C:5]([CH2:6][NH2:7])=[CH:4][CH:3]=1.C[Al](C)C.[I:14][C:15]1[CH:16]=[CH:17][C:18]2[N:19]([CH:30]=1)[C:20](=[O:29])[C:21]([C:24](OCC)=[O:25])=[CH:22][N:23]=2.Cl, predict the reaction product. The product is: [Cl:1][C:2]1[CH:9]=[CH:8][C:5]([CH2:6][NH:7][C:24]([C:21]2[C:20](=[O:29])[N:19]3[CH:30]=[C:15]([I:14])[CH:16]=[CH:17][C:18]3=[N:23][CH:22]=2)=[O:25])=[CH:4][CH:3]=1. (6) Given the reactants Br.Br.CN1CC2CC1CN2.[CH3:11][N:12]1[CH2:17][CH:16]2[CH2:18][CH:13]1[CH2:14][N:15]2[CH:19]1[CH2:24][CH2:23][N:22](C(OC(C)(C)C)=O)[CH2:21][CH2:20]1.O=C1CCN(C(OC(C)(C)C)=O)CC1.C(N(CC)CC)C.[Cl:53]CCl.C(O[BH-](OC(=O)C)OC(=O)C)(=O)C.[Na+].C(=O)([O-])O.[Na+], predict the reaction product. The product is: [ClH:53].[ClH:53].[CH3:11][N:12]1[CH2:17][CH:16]2[CH2:18][CH:13]1[CH2:14][N:15]2[CH:19]1[CH2:24][CH2:23][NH:22][CH2:21][CH2:20]1. (7) Given the reactants C[O:2][C:3](=[O:39])[CH2:4][C:5]1[CH:10]=[CH:9][CH:8]=[C:7]([O:11][CH2:12][CH2:13][CH2:14][N:15]([CH2:25][CH:26]([C:33]2[CH:38]=[CH:37][CH:36]=[CH:35][CH:34]=2)[C:27]2[CH:32]=[CH:31][CH:30]=[CH:29][CH:28]=2)[CH2:16][C:17]2[CH:22]=[CH:21][CH:20]=[C:19]([F:23])[C:18]=2[F:24])[CH:6]=1.[OH-].[Na+], predict the reaction product. The product is: [C:33]1([CH:26]([C:27]2[CH:28]=[CH:29][CH:30]=[CH:31][CH:32]=2)[CH2:25][N:15]([CH2:16][C:17]2[CH:22]=[CH:21][CH:20]=[C:19]([F:23])[C:18]=2[F:24])[CH2:14][CH2:13][CH2:12][O:11][C:7]2[CH:6]=[C:5]([CH2:4][C:3]([OH:39])=[O:2])[CH:10]=[CH:9][CH:8]=2)[CH:38]=[CH:37][CH:36]=[CH:35][CH:34]=1.